Dataset: Full USPTO retrosynthesis dataset with 1.9M reactions from patents (1976-2016). Task: Predict the reactants needed to synthesize the given product. (1) Given the product [Cl:1][C:2]1[C:10]2[C:9](=[O:11])[NH:8][N:7]=[CH:6][C:5]=2[NH:4][C:3]=1[C:20]1[CH:25]=[CH:24][C:23]([O:26][CH:27]([F:29])[F:28])=[C:22]([O:30][CH:31]2[CH2:32][CH2:33]2)[CH:21]=1, predict the reactants needed to synthesize it. The reactants are: [Cl:1][C:2]1[C:10]2[C:9](=[O:11])[NH:8][N:7]=[CH:6][C:5]=2[N:4](COCC[Si](C)(C)C)[C:3]=1[C:20]1[CH:25]=[CH:24][C:23]([O:26][CH:27]([F:29])[F:28])=[C:22]([O:30][CH:31]2[CH2:33][CH2:32]2)[CH:21]=1.Cl. (2) Given the product [Cl:24][C:25]1[CH:26]=[C:27]([C:2]2[CH:3]=[N:4][N:5]3[C:10]([C:11]4[CH:12]=[C:13]([NH:17][C:18](=[O:23])[CH2:19][CH:20]([CH3:22])[CH3:21])[CH:14]=[CH:15][CH:16]=4)=[CH:9][CH:8]=[N:7][C:6]=23)[CH:28]=[CH:29][C:30]=1[Cl:31], predict the reactants needed to synthesize it. The reactants are: Br[C:2]1[CH:3]=[N:4][N:5]2[C:10]([C:11]3[CH:12]=[C:13]([NH:17][C:18](=[O:23])[CH2:19][CH:20]([CH3:22])[CH3:21])[CH:14]=[CH:15][CH:16]=3)=[CH:9][CH:8]=[N:7][C:6]=12.[Cl:24][C:25]1[CH:26]=[C:27](B(O)O)[CH:28]=[CH:29][C:30]=1[Cl:31]. (3) Given the product [Br:12][C:13]1[CH:14]=[CH:15][C:16]([C@H:19]([NH:24][C@@H:25]([CH2:29][CH:30]([CH3:32])[CH3:31])[C:26]([N:5]2[CH2:6][C@H:2]([F:1])[C@H:3]3[O:9][CH2:8][C@H:7]([OH:10])[C@@H:4]23)=[O:27])[C:20]([F:23])([F:22])[F:21])=[CH:17][CH:18]=1, predict the reactants needed to synthesize it. The reactants are: [F:1][C@H:2]1[CH2:6][NH2+:5][C@@H:4]2[C@@H:7]([OH:10])[CH2:8][O:9][C@H:3]12.[Cl-].[Br:12][C:13]1[CH:18]=[CH:17][C:16]([C@H:19]([NH:24][C@@H:25]([CH2:29][CH:30]([CH3:32])[CH3:31])[C:26](O)=[O:27])[C:20]([F:23])([F:22])[F:21])=[CH:15][CH:14]=1.CN(C(ON1N=NC2C=CC=NC1=2)=[N+](C)C)C.F[P-](F)(F)(F)(F)F.C(N(C(C)C)CC)(C)C.